From a dataset of Full USPTO retrosynthesis dataset with 1.9M reactions from patents (1976-2016). Predict the reactants needed to synthesize the given product. (1) Given the product [NH2:9][C:12]([CH3:13])=[CH:16][C:17]([O:4][CH2:3][C:2]([F:6])([F:5])[F:1])=[O:18], predict the reactants needed to synthesize it. The reactants are: [F:1][C:2]([F:6])([F:5])[CH2:3][OH:4].C([N:9]([CH2:12][CH3:13])CC)C.C=C1O[C:17](=[O:18])[CH2:16]1.C([O-])(=O)C.[NH4+].C(O)(=O)C. (2) Given the product [NH2:16][C:15]1[CH:14]=[C:13]([C:19]2[CH:24]=[CH:23][CH:22]=[CH:21][CH:20]=2)[C:12]([O:11][CH3:10])=[CH:18][C:17]=1[C:4]([C:3]1[CH:6]=[CH:7][CH:8]=[CH:9][C:2]=1[Cl:1])=[O:5], predict the reactants needed to synthesize it. The reactants are: [Cl:1][C:2]1[CH:9]=[CH:8][CH:7]=[CH:6][C:3]=1[CH:4]=[O:5].[CH3:10][O:11][C:12]1[CH:18]=[CH:17][C:15]([NH2:16])=[CH:14][C:13]=1[C:19]1[CH:24]=[CH:23][CH:22]=[CH:21][CH:20]=1. (3) Given the product [Br:10][C:8]1[CH:7]=[C:4]([CH:3]=[C:2]([C:13]2[CH:14]=[CH:15][S:11][CH:12]=2)[CH:9]=1)[C:5]#[N:6], predict the reactants needed to synthesize it. The reactants are: Br[C:2]1[CH:3]=[C:4]([CH:7]=[C:8]([Br:10])[CH:9]=1)[C:5]#[N:6].[S:11]1[CH:15]=[CH:14][C:13](B(O)O)=[CH:12]1.C1(C)C=CC=CC=1P(C1C=CC=CC=1C)C1C=CC=CC=1C.C(=O)([O-])[O-].[Na+].[Na+]. (4) Given the product [C:14]([O:18][C:19](=[O:20])[NH:5][C:4]1[CH:6]=[CH:7][C:8]([O:9][C:10]([F:11])([F:12])[F:13])=[C:2]([Br:1])[CH:3]=1)([CH3:17])([CH3:16])[CH3:15], predict the reactants needed to synthesize it. The reactants are: [Br:1][C:2]1[CH:3]=[C:4]([CH:6]=[CH:7][C:8]=1[O:9][C:10]([F:13])([F:12])[F:11])[NH2:5].[C:14]([O:18][C:19](O[C:19]([O:18][C:14]([CH3:17])([CH3:16])[CH3:15])=[O:20])=[O:20])([CH3:17])([CH3:16])[CH3:15]. (5) Given the product [Cl:1][C:2]1[CH:7]=[CH:6][C:5](/[CH:8]=[CH:9]/[C:10]([N:32]2[CH2:33][CH2:34][CH:29]([CH:27]([C:24]3[CH:23]=[CH:22][C:21]([Cl:20])=[CH:26][CH:25]=3)[OH:28])[CH2:30][CH2:31]2)=[O:12])=[C:4]([CH2:13][N:14]2[N:18]=[N:17][C:16]([CH3:19])=[N:15]2)[CH:3]=1, predict the reactants needed to synthesize it. The reactants are: [Cl:1][C:2]1[CH:7]=[CH:6][C:5](/[CH:8]=[CH:9]/[C:10]([OH:12])=O)=[C:4]([CH2:13][N:14]2[N:18]=[N:17][C:16]([CH3:19])=[N:15]2)[CH:3]=1.[Cl:20][C:21]1[CH:26]=[CH:25][C:24]([CH:27]([CH:29]2[CH2:34][CH2:33][NH:32][CH2:31][CH2:30]2)[OH:28])=[CH:23][CH:22]=1. (6) Given the product [CH:3]1([C:6]2[CH:11]=[C:10]([CH2:12][N:13]3[CH2:18][CH2:17][CH:16]([N:19]4[CH:24]=[CH:23][C:22]([C:25]([OH:27])=[O:26])=[C:21]([CH2:29][CH3:30])[C:20]4=[O:31])[CH2:15][CH2:14]3)[C:9]([O:32][CH:33]([CH3:35])[CH3:34])=[CH:8][C:7]=2[C:36]2[CH:41]=[CH:40][C:39]([F:42])=[CH:38][CH:37]=2)[CH2:4][CH2:5]1, predict the reactants needed to synthesize it. The reactants are: [OH-].[Na+].[CH:3]1([C:6]2[CH:11]=[C:10]([CH2:12][N:13]3[CH2:18][CH2:17][CH:16]([N:19]4[CH:24]=[CH:23][C:22]([C:25]([O:27]C)=[O:26])=[C:21]([CH2:29][CH3:30])[C:20]4=[O:31])[CH2:15][CH2:14]3)[C:9]([O:32][CH:33]([CH3:35])[CH3:34])=[CH:8][C:7]=2[C:36]2[CH:41]=[CH:40][C:39]([F:42])=[CH:38][CH:37]=2)[CH2:5][CH2:4]1.Cl.